This data is from Forward reaction prediction with 1.9M reactions from USPTO patents (1976-2016). The task is: Predict the product of the given reaction. (1) Given the reactants [C:1]([N:4]1[CH2:9][CH2:8][N:7]([C:10]2[C:11]([C:24]3[CH:29]=[CH:28][C:27]([F:30])=[CH:26][CH:25]=3)=[N:12][C:13]3[C:18]([N:19]=2)=[CH:17][C:16]([C:20]([O:22]C)=[O:21])=[CH:15][CH:14]=3)[CH2:6][CH2:5]1)(=[O:3])[CH3:2].[OH-].[Na+], predict the reaction product. The product is: [C:1]([N:4]1[CH2:5][CH2:6][N:7]([C:10]2[C:11]([C:24]3[CH:25]=[CH:26][C:27]([F:30])=[CH:28][CH:29]=3)=[N:12][C:13]3[C:18]([N:19]=2)=[CH:17][C:16]([C:20]([OH:22])=[O:21])=[CH:15][CH:14]=3)[CH2:8][CH2:9]1)(=[O:3])[CH3:2]. (2) Given the reactants [CH:1]1([NH:7][CH:8]2[CH2:13][CH2:12][CH2:11][CH2:10][CH2:9]2)[CH2:6][CH2:5][CH2:4][CH2:3][CH2:2]1.[CH2:14]([O:16][C:17](=[O:25])[CH2:18][C:19]1[N:20]=[C:21]([NH2:24])[S:22][CH:23]=1)[CH3:15].[Br:26]N1[C:31](=[O:32])CCC1=O.[C:34]([OH:37])(=O)C, predict the reaction product. The product is: [CH2:14]([O:16][C:17](=[O:25])[CH2:18][C:19]1[N:20]=[C:21]([NH:24][C:31]([N:7]([CH:1]2[CH2:2][CH2:3][CH2:4][CH2:5][CH2:6]2)[CH:8]2[CH2:9][CH2:10][CH2:11][CH2:12][CH2:13]2)=[O:32])[S:22][CH:23]=1)[CH3:15].[CH2:14]([O:16][C:17](=[O:25])[CH2:18][C:19]1[N:20]=[C:21]([NH:24][C:34]([N:7]([CH:1]2[CH2:2][CH2:3][CH2:4][CH2:5][CH2:6]2)[CH:8]2[CH2:9][CH2:10][CH2:11][CH2:12][CH2:13]2)=[O:37])[S:22][C:23]=1[Br:26])[CH3:15]. (3) Given the reactants COC1C=CC(C([NH:24][C:25]2[N:30]([CH3:31])[C:29](=[O:32])[C:28]([CH3:34])([CH3:33])[C@:27]([C:36]3[CH:41]=[C:40](Br)[CH:39]=[CH:38][C:37]=3[F:43])([CH3:35])[N:26]=2)(C2C=CC(OC)=CC=2)C2C=CC=CC=2)=CC=1.[Cl:44][C:45]1[C:50]([CH3:51])=[CH:49][C:48]([NH2:52])=[C:47]([O:53][CH3:54])[CH:46]=1, predict the reaction product. The product is: [NH2:24][C:25]1[N:30]([CH3:31])[C:29](=[O:32])[C:28]([CH3:34])([CH3:33])[C@:27]([C:36]2[CH:41]=[C:40]([NH:52][C:48]3[CH:49]=[C:50]([CH3:51])[C:45]([Cl:44])=[CH:46][C:47]=3[O:53][CH3:54])[CH:39]=[CH:38][C:37]=2[F:43])([CH3:35])[N:26]=1. (4) The product is: [Cl:15][C:16]1[CH:17]=[C:18]([C:25]([CH3:35])([CH3:34])[CH2:26][C:27]([CH2:29][C:2]2[S:1][C:9]3[CH:8]=[CH:7][N:6]=[CH:5][C:4]=3[CH:3]=2)([OH:28])[C:30]([F:31])([F:32])[F:33])[C:19]2[O:23][CH2:22][CH2:21][C:20]=2[CH:24]=1. Given the reactants [S:1]1[C:9]2[CH:8]=[CH:7][N:6]=[CH:5][C:4]=2[CH:3]=[CH:2]1.[Li]CCCC.[Cl:15][C:16]1[CH:17]=[C:18]([C:25]([CH3:35])([CH3:34])[CH2:26][C:27]2([C:30]([F:33])([F:32])[F:31])[CH2:29][O:28]2)[C:19]2[O:23][CH2:22][CH2:21][C:20]=2[CH:24]=1, predict the reaction product. (5) Given the reactants CC1C=CC(S(O[CH2:12][C@@H:13]2[O:18][C:17]3[CH:19]=[C:20]([S:23]([CH3:26])(=[O:25])=[O:24])[CH:21]=[CH:22][C:16]=3[O:15][CH2:14]2)(=O)=O)=CC=1.[CH2:27]([NH2:30])[CH2:28][CH3:29], predict the reaction product. The product is: [CH3:26][S:23]([C:20]1[CH:21]=[CH:22][C:16]2[O:15][CH2:14][C@H:13]([CH2:12][NH:30][CH2:27][CH2:28][CH3:29])[O:18][C:17]=2[CH:19]=1)(=[O:24])=[O:25]. (6) Given the reactants [CH3:1][O:2][CH2:3][C:4](=O)[CH2:5][C:6]([O:8]C)=O.[CH3:11][NH:12][NH2:13], predict the reaction product. The product is: [CH3:1][O:2][CH2:3][C:4]1[CH2:5][C:6](=[O:8])[N:12]([CH3:11])[N:13]=1. (7) Given the reactants [OH:1][C:2]1[CH:9]=[CH:8][C:5]([CH:6]=[O:7])=[CH:4][C:3]=1[N+:10]([O-:12])=[O:11].C(=O)([O-])[O-].[K+].[K+].CN(C=O)C.[CH2:24](I)[CH3:25], predict the reaction product. The product is: [CH2:24]([O:1][C:2]1[CH:9]=[CH:8][C:5]([CH:6]=[O:7])=[CH:4][C:3]=1[N+:10]([O-:12])=[O:11])[CH3:25].